Dataset: Reaction yield outcomes from USPTO patents with 853,638 reactions. Task: Predict the reaction yield, written as a fraction of the theoretical maximum amount of product (1.0 means a 100% yield; for example, 0.34 means a 34% yield). The reactants are [CH:1]([N:4]([CH3:27])[C:5]1[C:6]([C:19]2[CH:20]=[N:21][C:22]([O:25][CH3:26])=[CH:23][CH:24]=2)=[N:7][C:8]2[C:13]([N:14]=1)=[CH:12][C:11]([C:15]([O:17]C)=[O:16])=[CH:10][CH:9]=2)([CH3:3])[CH3:2].[OH-].[Na+]. The catalyst is CO. The product is [CH:1]([N:4]([CH3:27])[C:5]1[C:6]([C:19]2[CH:20]=[N:21][C:22]([O:25][CH3:26])=[CH:23][CH:24]=2)=[N:7][C:8]2[C:13]([N:14]=1)=[CH:12][C:11]([C:15]([OH:17])=[O:16])=[CH:10][CH:9]=2)([CH3:3])[CH3:2]. The yield is 0.780.